Dataset: Peptide-MHC class II binding affinity with 134,281 pairs from IEDB. Task: Regression. Given a peptide amino acid sequence and an MHC pseudo amino acid sequence, predict their binding affinity value. This is MHC class II binding data. (1) The peptide sequence is GATDVDGMAWFTPVG. The MHC is DRB1_0101 with pseudo-sequence DRB1_0101. The binding affinity (normalized) is 0.233. (2) The MHC is DRB4_0101 with pseudo-sequence DRB4_0103. The binding affinity (normalized) is 0.407. The peptide sequence is SVCNKVKGLKVFNTR. (3) The peptide sequence is NKAGVRIYVDIVLNH. The MHC is HLA-DQA10301-DQB10302 with pseudo-sequence HLA-DQA10301-DQB10302. The binding affinity (normalized) is 0.216. (4) The peptide sequence is GELQIVDKIDACFKI. The MHC is DRB1_0401 with pseudo-sequence DRB1_0401. The binding affinity (normalized) is 0.270. (5) The peptide sequence is ALFKAIEAYLLAHPD. The MHC is DRB1_0401 with pseudo-sequence DRB1_0401. The binding affinity (normalized) is 0.626. (6) The peptide sequence is RPGVSKKFLSLLTSS. The MHC is DRB1_0901 with pseudo-sequence DRB1_0901. The binding affinity (normalized) is 0.